This data is from Peptide-MHC class I binding affinity with 185,985 pairs from IEDB/IMGT. The task is: Regression. Given a peptide amino acid sequence and an MHC pseudo amino acid sequence, predict their binding affinity value. This is MHC class I binding data. (1) The peptide sequence is SLLTFMIAA. The MHC is HLA-A02:01 with pseudo-sequence HLA-A02:01. The binding affinity (normalized) is 0.793. (2) The peptide sequence is DTGNYILCY. The MHC is HLA-A26:01 with pseudo-sequence HLA-A26:01. The binding affinity (normalized) is 0.200. (3) The peptide sequence is FTIMAAILAY. The MHC is HLA-B53:01 with pseudo-sequence HLA-B53:01. The binding affinity (normalized) is 0.247. (4) The peptide sequence is KLEYLAPSY. The MHC is HLA-B46:01 with pseudo-sequence HLA-B46:01. The binding affinity (normalized) is 0.0847. (5) The peptide sequence is FIRLRFAFK. The MHC is HLA-A31:01 with pseudo-sequence HLA-A31:01. The binding affinity (normalized) is 0.733. (6) The peptide sequence is LRRGGRWILAI. The MHC is Mamu-B08 with pseudo-sequence Mamu-B08. The binding affinity (normalized) is 0.422.